The task is: Predict the reaction yield, written as a fraction of the theoretical maximum amount of product (1.0 means a 100% yield; for example, 0.34 means a 34% yield).. This data is from Reaction yield outcomes from USPTO patents with 853,638 reactions. The reactants are Br[C:2]1[N:7]=[N:6][C:5]([NH2:8])=[N:4][C:3]=1[C:9]1[CH:14]=[CH:13][CH:12]=[CH:11][CH:10]=1.[C:15]([NH:18][C:19]1[CH:20]=[C:21](B(O)O)[CH:22]=[CH:23][CH:24]=1)(=[O:17])[CH3:16]. No catalyst specified. The product is [NH2:8][C:5]1[N:6]=[N:7][C:2]([C:23]2[CH:24]=[C:19]([NH:18][C:15](=[O:17])[CH3:16])[CH:20]=[CH:21][CH:22]=2)=[C:3]([C:9]2[CH:14]=[CH:13][CH:12]=[CH:11][CH:10]=2)[N:4]=1. The yield is 0.620.